Dataset: Forward reaction prediction with 1.9M reactions from USPTO patents (1976-2016). Task: Predict the product of the given reaction. (1) Given the reactants [C:1]1([CH2:7][CH2:8][CH2:9][C:10]([OH:12])=[O:11])[CH:6]=[CH:5][CH:4]=[CH:3][CH:2]=1.[OH-].[Na+:14], predict the reaction product. The product is: [C:1]1([CH2:7][CH2:8][CH2:9][C:10]([O-:12])=[O:11])[CH:6]=[CH:5][CH:4]=[CH:3][CH:2]=1.[Na+:14]. (2) The product is: [F:16][C:14]1[C:12](=[O:13])[NH:11][C:9](=[O:10])[N:8]([CH:15]=1)[C@@H:6]1[O:7][C@H:3]([CH3:2])[C@@H:4]([OH:18])[C@H:5]1[OH:17]. Given the reactants I[CH2:2][C@H:3]1[O:7][C@@H:6]([N:8]2[CH:15]=[C:14]([F:16])[C:12](=[O:13])[NH:11][C:9]2=[O:10])[C@H:5]([OH:17])[C@@H:4]1[OH:18].C1CCCCC=1.C(N(CC)CC)C, predict the reaction product. (3) Given the reactants C(O)(=O)C.O.[Br:6][C:7]1[CH:12]=[C:11]([O:13][C:14]2[CH:19]=[CH:18][CH:17]=[CH:16][C:15]=2[O:20][CH3:21])[C:10]([N+:22]([O-])=O)=[CH:9][C:8]=1[F:25], predict the reaction product. The product is: [Br:6][C:7]1[C:8]([F:25])=[CH:9][C:10]([NH2:22])=[C:11]([O:13][C:14]2[CH:19]=[CH:18][CH:17]=[CH:16][C:15]=2[O:20][CH3:21])[CH:12]=1. (4) Given the reactants [N+:1]([C:4]1[N:5]=[C:6]2[N:11]([CH:12]=1)[CH2:10][CH2:9][C@H:8]([CH2:13][O:14][C:15]1[CH:20]=[CH:19][C:18]([N:21]3[CH2:26][CH2:25][NH:24][CH2:23][CH2:22]3)=[CH:17][CH:16]=1)[O:7]2)([O-:3])=[O:2].CN1CCCC1=O.Cl[CH:35]([C:37]1[CH:42]=[CH:41][C:40]([O:43][CH2:44][C:45]2[CH:50]=[CH:49][C:48]([C:51]([F:54])([F:53])[F:52])=[CH:47][CH:46]=2)=[CH:39][CH:38]=1)[CH3:36].C(N(C(C)C)CC)(C)C, predict the reaction product. The product is: [N+:1]([C:4]1[N:5]=[C:6]2[N:11]([CH:12]=1)[CH2:10][CH2:9][C@H:8]([CH2:13][O:14][C:15]1[CH:20]=[CH:19][C:18]([N:21]3[CH2:26][CH2:25][N:24]([CH:35]([C:37]4[CH:42]=[CH:41][C:40]([O:43][CH2:44][C:45]5[CH:50]=[CH:49][C:48]([C:51]([F:52])([F:53])[F:54])=[CH:47][CH:46]=5)=[CH:39][CH:38]=4)[CH3:36])[CH2:23][CH2:22]3)=[CH:17][CH:16]=1)[O:7]2)([O-:3])=[O:2]. (5) Given the reactants [OH:1][C:2]1([CH2:8][C@H:9]2[CH2:14][CH2:13][C@H:12](OS(C)(=O)=O)[CH2:11][N:10]2[C:20]([O:22][C:23]([CH3:26])([CH3:25])[CH3:24])=[O:21])[CH2:7][CH2:6][O:5][CH2:4][CH2:3]1.[N-:27]=[N+:28]=[N-:29].[Na+], predict the reaction product. The product is: [N:27]([C@H:12]1[CH2:11][N:10]([C:20]([O:22][C:23]([CH3:26])([CH3:25])[CH3:24])=[O:21])[C@@H:9]([CH2:8][C:2]2([OH:1])[CH2:7][CH2:6][O:5][CH2:4][CH2:3]2)[CH2:14][CH2:13]1)=[N+:28]=[N-:29].